Dataset: Reaction yield outcomes from USPTO patents with 853,638 reactions. Task: Predict the reaction yield, written as a fraction of the theoretical maximum amount of product (1.0 means a 100% yield; for example, 0.34 means a 34% yield). (1) The reactants are [CH3:1][O:2][C:3]1[CH:8]=[C:7]([O:9][CH3:10])[CH:6]=[CH:5][C:4]=1[CH:11]([C:13]1[C:22]([N+:23]([O-:25])=[O:24])=[C:21]2[C:16]([CH:17]=[CH:18][CH:19]=[N:20]2)=[CH:15][CH:14]=1)[OH:12]. The catalyst is O=[Mn]=O.C(Cl)Cl. The product is [CH3:1][O:2][C:3]1[CH:8]=[C:7]([O:9][CH3:10])[CH:6]=[CH:5][C:4]=1[C:11]([C:13]1[C:22]([N+:23]([O-:25])=[O:24])=[C:21]2[C:16]([CH:17]=[CH:18][CH:19]=[N:20]2)=[CH:15][CH:14]=1)=[O:12]. The yield is 0.790. (2) The reactants are C([O:3][C:4](=O)[CH:5]([C:7]1[CH:12]=[CH:11][C:10]([NH2:13])=[CH:9][CH:8]=1)[CH3:6])C.[H-].[Al+3].[Li+].[H-].[H-].[H-]. The catalyst is O1CCCC1. The product is [NH2:13][C:10]1[CH:9]=[CH:8][C:7]([CH:5]([CH3:6])[CH2:4][OH:3])=[CH:12][CH:11]=1. The yield is 0.990. (3) The reactants are O[CH2:2][CH:3]1[CH2:12][CH2:11][C:10]2[C:5](=[CH:6][CH:7]=[CH:8][CH:9]=2)[NH:4]1.C1C=CC(P(C2C=CC=CC=2)C2C=CC=CC=2)=CC=1.C(Cl)(Cl)[Cl:33]. The catalyst is C(Cl)(Cl)(Cl)Cl. The product is [Cl:33][CH2:2][CH:3]1[CH2:12][CH2:11][C:10]2[C:5](=[CH:6][CH:7]=[CH:8][CH:9]=2)[NH:4]1. The yield is 0.660. (4) The product is [Br:10][C:1]1[NH:2][CH:3]=[C:4]2[C:8](=[O:9])[CH2:7][CH2:6][C:5]=12. The reactants are [CH:1]1[NH:2][CH:3]=[C:4]2[C:8](=[O:9])[CH2:7][CH2:6][C:5]=12.[Br:10]N1C(=O)CCC1=O. The catalyst is O1CCCC1. The yield is 0.720.